From a dataset of Peptide-MHC class II binding affinity with 134,281 pairs from IEDB. Regression. Given a peptide amino acid sequence and an MHC pseudo amino acid sequence, predict their binding affinity value. This is MHC class II binding data. (1) The MHC is DRB1_0101 with pseudo-sequence DRB1_0101. The binding affinity (normalized) is 0.570. The peptide sequence is KTTIDKRSGMDSMKA. (2) The peptide sequence is DNEAYEMPSEEGYQD. The MHC is HLA-DPA10301-DPB10402 with pseudo-sequence HLA-DPA10301-DPB10402. The binding affinity (normalized) is 0. (3) The MHC is HLA-DQA10501-DQB10402 with pseudo-sequence HLA-DQA10501-DQB10402. The peptide sequence is MKVVNRWLFRHLARE. The binding affinity (normalized) is 0.797.